This data is from Peptide-MHC class II binding affinity with 134,281 pairs from IEDB. The task is: Regression. Given a peptide amino acid sequence and an MHC pseudo amino acid sequence, predict their binding affinity value. This is MHC class II binding data. (1) The peptide sequence is LFLHLVGFPTHRHIQ. The binding affinity (normalized) is 0.529. The MHC is DRB4_0101 with pseudo-sequence DRB4_0103. (2) The peptide sequence is GVINIMYMHDSDDVLF. The MHC is DRB1_0301 with pseudo-sequence DRB1_0301. The binding affinity (normalized) is 0.175.